From a dataset of Merck oncology drug combination screen with 23,052 pairs across 39 cell lines. Regression. Given two drug SMILES strings and cell line genomic features, predict the synergy score measuring deviation from expected non-interaction effect. Drug 1: COC1CC2CCC(C)C(O)(O2)C(=O)C(=O)N2CCCCC2C(=O)OC(C(C)CC2CCC(OP(C)(C)=O)C(OC)C2)CC(=O)C(C)C=C(C)C(O)C(OC)C(=O)C(C)CC(C)C=CC=CC=C1C. Drug 2: Cn1cc(-c2cnn3c(N)c(Br)c(C4CCCNC4)nc23)cn1. Cell line: OVCAR3. Synergy scores: synergy=37.9.